Dataset: Forward reaction prediction with 1.9M reactions from USPTO patents (1976-2016). Task: Predict the product of the given reaction. (1) Given the reactants [Cl:1][C:2]1[CH:3]=[C:4]([C:8]2[C:17]3[C:12](=[CH:13][CH:14]=[C:15]([C:18]([C:35]4[CH:36]=[N:37][C:38]([Cl:41])=[CH:39][CH:40]=4)([NH:25]CC4C=CC(OC)=CC=4)[C:19]4[N:20]([CH3:24])[CH:21]=[N:22][CH:23]=4)[CH:16]=3)[N:11]([CH2:42][CH:43]3[CH2:45][CH2:44]3)[C:10](=[O:46])[CH:9]=2)[CH:5]=[CH:6][CH:7]=1.FC(F)(F)C(O)=O, predict the reaction product. The product is: [NH2:25][C:18]([C:35]1[CH:36]=[N:37][C:38]([Cl:41])=[CH:39][CH:40]=1)([C:19]1[N:20]([CH3:24])[CH:21]=[N:22][CH:23]=1)[C:15]1[CH:16]=[C:17]2[C:12](=[CH:13][CH:14]=1)[N:11]([CH2:42][CH:43]1[CH2:44][CH2:45]1)[C:10](=[O:46])[CH:9]=[C:8]2[C:4]1[CH:5]=[CH:6][CH:7]=[C:2]([Cl:1])[CH:3]=1. (2) Given the reactants [NH2:1][C:2]1[C:3]([F:20])=[C:4]([C:9]2[N:14]=[C:13]([C:15]([O:17][CH3:18])=[O:16])[CH:12]=[CH:11][C:10]=2[F:19])[C:5]([F:8])=[CH:6][CH:7]=1.C(N(C(C)C)C(C)C)C.[C:30](Cl)(=[O:34])[CH:31]([CH3:33])[CH3:32], predict the reaction product. The product is: [F:20][C:3]1[C:2]([NH:1][C:30](=[O:34])[CH:31]([CH3:33])[CH3:32])=[CH:7][CH:6]=[C:5]([F:8])[C:4]=1[C:9]1[N:14]=[C:13]([C:15]([O:17][CH3:18])=[O:16])[CH:12]=[CH:11][C:10]=1[F:19]. (3) The product is: [Cl:1][C:2]1[N:10]=[CH:9][CH:8]=[CH:7][C:3]=1[C:4]([NH:38][C:35]1([C:33](=[O:34])[NH:32][CH2:31][C:30]2[CH:39]=[CH:40][C:27]([N:19]3[C:20]4[C:25](=[CH:24][C:23]([Cl:26])=[CH:22][CH:21]=4)[C:17]([Cl:16])=[C:18]3[C:41]3[N:45]=[C:44]([CH3:46])[O:43][N:42]=3)=[CH:28][CH:29]=2)[CH2:37][CH2:36]1)=[O:6]. Given the reactants [Cl:1][C:2]1[N:10]=[CH:9][CH:8]=[CH:7][C:3]=1[C:4]([OH:6])=O.CN(C)C=O.[Cl:16][C:17]1[C:25]2[C:20](=[CH:21][CH:22]=[C:23]([Cl:26])[CH:24]=2)[N:19]([C:27]2[CH:40]=[CH:39][C:30]([CH2:31][NH:32][C:33]([C:35]3([NH2:38])[CH2:37][CH2:36]3)=[O:34])=[CH:29][CH:28]=2)[C:18]=1[C:41]1[N:45]=[C:44]([CH3:46])[O:43][N:42]=1.CN(C(ON1N=NC2C=CC=NC1=2)=[N+](C)C)C.F[P-](F)(F)(F)(F)F.C(N(CC)C(C)C)(C)C, predict the reaction product. (4) Given the reactants [CH2:1]([O:3][C:4]([C:6]1([C:9]2[CH:14]=[CH:13][C:12]([C:15]3[CH:20]=[CH:19][C:18]([C:21]4[S:22][C:23]([F:29])=CC=4C(O)=O)=[CH:17][CH:16]=3)=[CH:11][CH:10]=2)[CH2:8][CH2:7]1)=[O:5])[CH3:2].C([N:32]([CH2:35][CH3:36])[CH2:33]C)C.C1(P(N=[N+]=[N-])(C2C=CC=CC=2)=[O:44])C=CC=CC=1.[CH3:54][C:55]1[S:56][CH:57]=[CH:58][C:59]=1[CH:60]([OH:62])[CH3:61], predict the reaction product. The product is: [CH2:1]([O:3][C:4]([C:6]1([C:9]2[CH:10]=[CH:11][C:12]([C:15]3[CH:16]=[CH:17][C:18]([C:21]4[S:22][C:23]([F:29])=[CH:36][C:35]=4[NH:32][C:33]([O:62][CH:60]([C:59]4[CH:58]=[CH:57][S:56][C:55]=4[CH3:54])[CH3:61])=[O:44])=[CH:19][CH:20]=3)=[CH:13][CH:14]=2)[CH2:8][CH2:7]1)=[O:5])[CH3:2]. (5) Given the reactants [NH2:1][C@@H:2]([CH2:33][C:34]1[CH:39]=[CH:38][CH:37]=[CH:36][CH:35]=1)[C@@H:3]([OH:32])[CH2:4][C@H:5]([NH:19][C:20]([C@@H:22]([NH:27][C:28](=[O:31])[O:29][CH3:30])[C:23]([CH3:26])([CH3:25])[CH3:24])=[O:21])[CH2:6][C:7]1[CH:12]=[CH:11][C:10]([C:13]2[CH:18]=[CH:17][CH:16]=[CH:15][N:14]=2)=[CH:9][CH:8]=1.[CH3:40][O:41][C:42]([NH:44][C@@H:45]([C:49]([CH3:52])([CH3:51])[CH3:50])[C:46](O)=[O:47])=[O:43].CCOP(ON1N=NC2C=CC=CC=2C1=O)(OCC)=O.C(N(CC)C(C)C)(C)C, predict the reaction product. The product is: [CH3:30][O:29][C:28](=[O:31])[NH:27][C@@H:22]([C:23]([CH3:26])([CH3:25])[CH3:24])[C:20](=[O:21])[NH:19][C@H:5]([CH2:6][C:7]1[CH:12]=[CH:11][C:10]([C:13]2[CH:18]=[CH:17][CH:16]=[CH:15][N:14]=2)=[CH:9][CH:8]=1)[CH2:4][C@H:3]([OH:32])[C@H:2]([CH2:33][C:34]1[CH:35]=[CH:36][CH:37]=[CH:38][CH:39]=1)[NH:1][C:46](=[O:47])[C@H:45]([C:49]([CH3:51])([CH3:50])[CH3:52])[NH:44][C:42](=[O:43])[O:41][CH3:40]. (6) Given the reactants C(=O)([O-])[O-].[Cs+].[Cs+].[CH2:7](I)[CH3:8].[F:10][C:11]([F:21])([F:20])[C:12]1[N:17]=[CH:16][C:15]([NH2:18])=[C:14]([NH2:19])[CH:13]=1, predict the reaction product. The product is: [CH2:7]([NH:18][C:15]1[CH:16]=[N:17][C:12]([C:11]([F:10])([F:20])[F:21])=[CH:13][C:14]=1[NH2:19])[CH3:8]. (7) Given the reactants [C:1]([C:3]1[C:4]([N:15]2[CH2:20][CH2:19][NH:18][CH2:17][CH2:16]2)=[N:5][C:6]([CH3:14])=[C:7]([CH:13]=1)[C:8]([O:10][CH2:11][CH3:12])=[O:9])#[N:2].[C:21]1([C:27]2[NH:28][C:29]([CH:32]=O)=[CH:30][N:31]=2)[CH:26]=[CH:25][CH:24]=[CH:23][CH:22]=1.CC(O)=O, predict the reaction product. The product is: [C:1]([C:3]1[C:4]([N:15]2[CH2:20][CH2:19][N:18]([CH2:32][C:29]3[NH:28][C:27]([C:21]4[CH:22]=[CH:23][CH:24]=[CH:25][CH:26]=4)=[N:31][CH:30]=3)[CH2:17][CH2:16]2)=[N:5][C:6]([CH3:14])=[C:7]([CH:13]=1)[C:8]([O:10][CH2:11][CH3:12])=[O:9])#[N:2]. (8) Given the reactants Cl.[NH2:2][C:3]1[CH:32]=[CH:31][C:6]2[NH:7][C:8]([C:13]3[C:14](=[O:30])[C@:15]([CH3:29])([CH2:24][CH2:25][CH:26]([CH3:28])[CH3:27])[C:16]4[C:21]([C:22]=3[OH:23])=[CH:20][CH:19]=[CH:18][CH:17]=4)=[N:9][S:10](=[O:12])(=[O:11])[C:5]=2[CH:4]=1.N1C=CC=CC=1.[C:39]([NH:42][C:43]1[CH:44]=[C:45]2[C:50](=[CH:51][CH:52]=1)[CH:49]=[C:48]([S:53](Cl)(=[O:55])=[O:54])[CH:47]=[CH:46]2)(=[O:41])[CH3:40], predict the reaction product. The product is: [OH:23][C:22]1[C:21]2[C:16](=[CH:17][CH:18]=[CH:19][CH:20]=2)[C@@:15]([CH3:29])([CH2:24][CH2:25][CH:26]([CH3:28])[CH3:27])[C:14](=[O:30])[C:13]=1[C:8]1[NH:7][C:6]2[CH:31]=[CH:32][C:3]([NH:2][S:53]([C:48]3[CH:49]=[C:50]4[C:45](=[CH:46][CH:47]=3)[CH:44]=[C:43]([NH:42][C:39](=[O:41])[CH3:40])[CH:52]=[CH:51]4)(=[O:55])=[O:54])=[CH:4][C:5]=2[S:10](=[O:12])(=[O:11])[N:9]=1. (9) Given the reactants ClC1C=C(S[C:10]2[NH:11][C:12]3[CH:17]=[CH:16][N:15]=[C:14]([NH2:18])[C:13]=3[N:19]=2)C=C(Cl)C=1.C([O-])([O-])=O.[Cs+].[Cs+].BrCCCBr, predict the reaction product. The product is: [NH:11]1[C:12]2[CH:17]=[CH:16][N:15]=[C:14]([NH2:18])[C:13]=2[N:19]=[CH:10]1. (10) Given the reactants Cl[C:2]1[N:7]=[C:6]([NH:8][CH2:9][CH:10]2[CH2:15][CH2:14][CH2:13][CH2:12][CH2:11]2)[N:5]=[C:4]([NH:16][CH2:17][C:18]#[CH:19])[N:3]=1.Cl.[CH3:21][O:22][NH:23][CH3:24].CON(C)C1N=C(NCCC)N=C(NCC#C)N=1, predict the reaction product. The product is: [CH3:21][O:22][N:23]([CH3:24])[C:2]1[N:7]=[C:6]([NH:8][CH2:9][CH:10]2[CH2:15][CH2:14][CH2:13][CH2:12][CH2:11]2)[N:5]=[C:4]([NH:16][CH2:17][C:18]#[CH:19])[N:3]=1.